From a dataset of Forward reaction prediction with 1.9M reactions from USPTO patents (1976-2016). Predict the product of the given reaction. (1) Given the reactants [O:1]1[C:5]2([CH2:10][CH2:9][CH:8]([OH:11])[CH2:7][CH2:6]2)[O:4][CH2:3][CH2:2]1.[C:12]1(O)[CH:17]=[CH:16][CH:15]=[CH:14][CH:13]=1.C1C=CC(P(C2C=CC=CC=2)C2C=CC=CC=2)=CC=1.N(C(OC(C)C)=O)=NC(OC(C)C)=O, predict the reaction product. The product is: [O:11]([CH:8]1[CH2:9][CH2:10][C:5]2([O:4][CH2:3][CH2:2][O:1]2)[CH2:6][CH2:7]1)[C:12]1[CH:17]=[CH:16][CH:15]=[CH:14][CH:13]=1. (2) Given the reactants CC1C=CC(S(O[C:12]2[C:13]3[CH2:23][CH2:22][CH2:21][CH2:20][C:19](C)(C)[C:14]=3[N:15]=[C:16]([NH2:18])[N:17]=2)(=O)=O)=CC=1.[NH:26]1[CH2:30]C[C@@H:28]([NH:31][C:32](=O)OC(C)(C)C)[CH2:27]1, predict the reaction product. The product is: [N:26]1([C:12]2[C:13]3[CH2:23][CH2:22][CH2:21][CH2:20][CH2:19][C:14]=3[N:15]=[C:16]([NH2:18])[N:17]=2)[CH2:27][CH2:28][NH:31][CH2:32][CH2:30]1. (3) Given the reactants [Br:1][C:2]1[CH:11]=[CH:10][C:5]2[N:6]=[C:7]([NH2:9])[S:8][C:4]=2[CH:3]=1.[CH3:12][C:13](=O)[CH2:14][CH2:15][C:16](=O)[CH3:17].CC1C=CC(S([O-])(=O)=O)=CC=1.C1C=C[NH+]=CC=1.O, predict the reaction product. The product is: [Br:1][C:2]1[CH:11]=[CH:10][C:5]2[N:6]=[C:7]([N:9]3[C:16]([CH3:17])=[CH:15][CH:14]=[C:13]3[CH3:12])[S:8][C:4]=2[CH:3]=1. (4) The product is: [Cl:8][C:4]1[CH:5]=[CH:6][CH:7]=[C:2]([Cl:1])[C:3]=1[CH2:9][S:10]([C:13]1[CH:14]=[C:15]2[C:19](=[CH:20][CH:21]=1)[NH:18][C:17](=[O:22])/[C:16]/2=[CH:23]\[C:24]1[NH:28][C:27]([CH3:29])=[C:26]([CH2:30][C:31]([N:41]2[CH2:36][CH2:35][CH2:40][C@H:39]2[CH2:55][N:53]2[CH2:52][CH2:51][C@@H:50]([OH:60])[CH2:54]2)=[O:33])[C:25]=1[CH3:34])(=[O:12])=[O:11]. Given the reactants [Cl:1][C:2]1[CH:7]=[CH:6][CH:5]=[C:4]([Cl:8])[C:3]=1[CH2:9][S:10]([C:13]1[CH:14]=[C:15]2[C:19](=[CH:20][CH:21]=1)[NH:18][C:17](=[O:22])/[C:16]/2=[CH:23]\[C:24]1[NH:28][C:27]([CH3:29])=[C:26]([CH2:30][C:31]([OH:33])=O)[C:25]=1[CH3:34])(=[O:12])=[O:11].[CH:35]1[CH:36]=CC2N(O)N=[N:41][C:39]=2[CH:40]=1.CCN=C=N[CH2:50][CH2:51][CH2:52][N:53]([CH3:55])[CH3:54].CN(C=[O:60])C, predict the reaction product. (5) Given the reactants [Cl:1][C:2]1[CH:3]=[C:4]([CH:8]2[C:12]([C:15]3[CH:20]=[CH:19][C:18]([Cl:21])=[CH:17][CH:16]=3)([C:13]#[N:14])[CH:11]([CH2:22][C:23]([CH3:26])([CH3:25])[CH3:24])[NH:10][CH:9]2[C:27](O)=[O:28])[CH:5]=[CH:6][CH:7]=1.[CH3:30][O:31][C:32]1[CH:33]=[C:34]([CH2:40][CH2:41][NH2:42])[CH:35]=[CH:36][C:37]=1[O:38][CH3:39].CN(C(ON1N=NC2C=CC=NC1=2)=[N+](C)C)C.F[P-](F)(F)(F)(F)F.CCN(C(C)C)C(C)C, predict the reaction product. The product is: [CH3:30][O:31][C:32]1[CH:33]=[C:34]([CH2:40][CH2:41][NH:42][C:27]([CH:9]2[CH:8]([C:4]3[CH:5]=[CH:6][CH:7]=[C:2]([Cl:1])[CH:3]=3)[C:12]([C:15]3[CH:16]=[CH:17][C:18]([Cl:21])=[CH:19][CH:20]=3)([C:13]#[N:14])[CH:11]([CH2:22][C:23]([CH3:26])([CH3:25])[CH3:24])[NH:10]2)=[O:28])[CH:35]=[CH:36][C:37]=1[O:38][CH3:39]. (6) Given the reactants [C:1]([O:5][C:6]([N:8]1[CH2:12][C@H:11]([S:13][CH2:14][C:15]2[CH:20]=[CH:19][C:18]([O:21][CH3:22])=[CH:17][CH:16]=2)[CH2:10][C@H:9]1/[CH:23]=[CH:24]\[C:25]([O:27][CH2:28]C)=[O:26])=[O:7])([CH3:4])([CH3:3])[CH3:2].[Mg], predict the reaction product. The product is: [C:1]([O:5][C:6]([N:8]1[CH2:12][C@H:11]([S:13][CH2:14][C:15]2[CH:16]=[CH:17][C:18]([O:21][CH3:22])=[CH:19][CH:20]=2)[CH2:10][C@H:9]1[CH2:23][CH2:24][C:25]([O:27][CH3:28])=[O:26])=[O:7])([CH3:4])([CH3:3])[CH3:2]. (7) Given the reactants C([N:20]1[CH2:28][C:27]2[C:26]([C:29]#[N:30])=[CH:25][CH:24]=[CH:23][C:22]=2[CH2:21]1)(C1C=CC=CC=1)(C1C=CC=CC=1)C1C=CC=CC=1.FC(F)(F)C(O)=O, predict the reaction product. The product is: [CH2:21]1[C:22]2[CH:23]=[CH:24][CH:25]=[C:26]([C:29]#[N:30])[C:27]=2[CH2:28][NH:20]1. (8) The product is: [CH2:1]([C@H:8]1[N:13]([C:14]([C:16]2[N:17]=[CH:18][N:19]([CH:27]3[CH2:32][CH2:31][CH2:30][N:29]([S:55]([C:52]4[CH:53]=[N:54][C:49]([O:48][CH3:47])=[CH:50][CH:51]=4)(=[O:56])=[O:57])[CH2:28]3)[C:20]=2[C:21]2[CH:26]=[CH:25][CH:24]=[CH:23][CH:22]=2)=[O:15])[CH2:12][CH2:11][N:10]([C:33]([O:35][C:36]([CH3:39])([CH3:38])[CH3:37])=[O:34])[CH2:9]1)[C:2]1[CH:7]=[CH:6][CH:5]=[CH:4][CH:3]=1. Given the reactants [CH2:1]([C@H:8]1[N:13]([C:14]([C:16]2[N:17]=[CH:18][N:19]([CH:27]3[CH2:32][CH2:31][CH2:30][NH:29][CH2:28]3)[C:20]=2[C:21]2[CH:26]=[CH:25][CH:24]=[CH:23][CH:22]=2)=[O:15])[CH2:12][CH2:11][N:10]([C:33]([O:35][C:36]([CH3:39])([CH3:38])[CH3:37])=[O:34])[CH2:9]1)[C:2]1[CH:7]=[CH:6][CH:5]=[CH:4][CH:3]=1.C(N(CC)CC)C.[CH3:47][O:48][C:49]1[N:54]=[CH:53][C:52]([S:55](Cl)(=[O:57])=[O:56])=[CH:51][CH:50]=1.C(=O)(O)[O-].[Na+], predict the reaction product. (9) Given the reactants Cl.[CH3:2][C:3]1[CH:8]=[CH:7][C:6]([C:9](=[NH:11])[NH2:10])=[CH:5][CH:4]=1.[Cl:12][C:13]([SH:16])(Cl)Cl.[OH-].[Na+], predict the reaction product. The product is: [Cl:12][C:13]1[S:16][N:10]=[C:9]([C:6]2[CH:7]=[CH:8][C:3]([CH3:2])=[CH:4][CH:5]=2)[N:11]=1.